Dataset: NCI-60 drug combinations with 297,098 pairs across 59 cell lines. Task: Regression. Given two drug SMILES strings and cell line genomic features, predict the synergy score measuring deviation from expected non-interaction effect. (1) Drug 2: C(CC(=O)O)C(=O)CN.Cl. Drug 1: CS(=O)(=O)CCNCC1=CC=C(O1)C2=CC3=C(C=C2)N=CN=C3NC4=CC(=C(C=C4)OCC5=CC(=CC=C5)F)Cl. Synergy scores: CSS=7.95, Synergy_ZIP=-2.13, Synergy_Bliss=-1.96, Synergy_Loewe=0.242, Synergy_HSA=-0.863. Cell line: MALME-3M. (2) Drug 1: COC1=NC(=NC2=C1N=CN2C3C(C(C(O3)CO)O)O)N. Drug 2: CCC1(C2=C(COC1=O)C(=O)N3CC4=CC5=C(C=CC(=C5CN(C)C)O)N=C4C3=C2)O.Cl. Synergy scores: CSS=66.4, Synergy_ZIP=6.07, Synergy_Bliss=5.99, Synergy_Loewe=-32.5, Synergy_HSA=6.37. Cell line: SR. (3) Drug 1: C1=CC=C(C=C1)NC(=O)CCCCCCC(=O)NO. Drug 2: C1C(C(OC1N2C=NC3=C2NC=NCC3O)CO)O. Cell line: HOP-92. Synergy scores: CSS=17.9, Synergy_ZIP=-5.03, Synergy_Bliss=0.880, Synergy_Loewe=-4.11, Synergy_HSA=-0.0347. (4) Cell line: A498. Drug 2: CCC1(CC2CC(C3=C(CCN(C2)C1)C4=CC=CC=C4N3)(C5=C(C=C6C(=C5)C78CCN9C7C(C=CC9)(C(C(C8N6C)(C(=O)OC)O)OC(=O)C)CC)OC)C(=O)OC)O.OS(=O)(=O)O. Synergy scores: CSS=-3.12, Synergy_ZIP=-0.639, Synergy_Bliss=-2.99, Synergy_Loewe=-3.48, Synergy_HSA=-4.19. Drug 1: CN1C(=O)N2C=NC(=C2N=N1)C(=O)N. (5) Drug 1: CN(C)N=NC1=C(NC=N1)C(=O)N. Drug 2: CC=C1C(=O)NC(C(=O)OC2CC(=O)NC(C(=O)NC(CSSCCC=C2)C(=O)N1)C(C)C)C(C)C. Cell line: DU-145. Synergy scores: CSS=27.8, Synergy_ZIP=0.230, Synergy_Bliss=1.31, Synergy_Loewe=-34.6, Synergy_HSA=0.723. (6) Drug 1: CC1=C2C(C(=O)C3(C(CC4C(C3C(C(C2(C)C)(CC1OC(=O)C(C(C5=CC=CC=C5)NC(=O)C6=CC=CC=C6)O)O)OC(=O)C7=CC=CC=C7)(CO4)OC(=O)C)O)C)OC(=O)C. Drug 2: C1=NC2=C(N1)C(=S)N=CN2. Cell line: UO-31. Synergy scores: CSS=-2.56, Synergy_ZIP=1.37, Synergy_Bliss=0.611, Synergy_Loewe=-17.2, Synergy_HSA=-9.24. (7) Drug 1: CN(C)N=NC1=C(NC=N1)C(=O)N. Drug 2: CN(C(=O)NC(C=O)C(C(C(CO)O)O)O)N=O. Cell line: SN12C. Synergy scores: CSS=1.25, Synergy_ZIP=3.78, Synergy_Bliss=-1.70, Synergy_Loewe=-1.56, Synergy_HSA=-1.45.